This data is from NCI-60 drug combinations with 297,098 pairs across 59 cell lines. The task is: Regression. Given two drug SMILES strings and cell line genomic features, predict the synergy score measuring deviation from expected non-interaction effect. (1) Drug 1: CCC1=C2CN3C(=CC4=C(C3=O)COC(=O)C4(CC)O)C2=NC5=C1C=C(C=C5)O. Drug 2: CC1=C(N=C(N=C1N)C(CC(=O)N)NCC(C(=O)N)N)C(=O)NC(C(C2=CN=CN2)OC3C(C(C(C(O3)CO)O)O)OC4C(C(C(C(O4)CO)O)OC(=O)N)O)C(=O)NC(C)C(C(C)C(=O)NC(C(C)O)C(=O)NCCC5=NC(=CS5)C6=NC(=CS6)C(=O)NCCC[S+](C)C)O. Cell line: SK-MEL-28. Synergy scores: CSS=15.8, Synergy_ZIP=-4.85, Synergy_Bliss=-3.39, Synergy_Loewe=-8.64, Synergy_HSA=-2.85. (2) Drug 1: C1=CC=C(C=C1)NC(=O)CCCCCCC(=O)NO. Drug 2: CC1C(C(CC(O1)OC2CC(OC(C2O)C)OC3=CC4=CC5=C(C(=O)C(C(C5)C(C(=O)C(C(C)O)O)OC)OC6CC(C(C(O6)C)O)OC7CC(C(C(O7)C)O)OC8CC(C(C(O8)C)O)(C)O)C(=C4C(=C3C)O)O)O)O. Cell line: UO-31. Synergy scores: CSS=19.9, Synergy_ZIP=-2.10, Synergy_Bliss=-1.40, Synergy_Loewe=-2.06, Synergy_HSA=-0.931. (3) Drug 1: C1=C(C(=O)NC(=O)N1)F. Drug 2: C1C(C(OC1N2C=NC3=C(N=C(N=C32)Cl)N)CO)O. Cell line: NCI-H226. Synergy scores: CSS=23.6, Synergy_ZIP=9.64, Synergy_Bliss=9.55, Synergy_Loewe=8.85, Synergy_HSA=8.93. (4) Drug 1: C1=NC2=C(N=C(N=C2N1C3C(C(C(O3)CO)O)O)F)N. Drug 2: C1=CN(C=N1)CC(O)(P(=O)(O)O)P(=O)(O)O. Cell line: U251. Synergy scores: CSS=-1.59, Synergy_ZIP=0.783, Synergy_Bliss=-2.38, Synergy_Loewe=-3.96, Synergy_HSA=-6.05. (5) Drug 2: COC1=C2C(=CC3=C1OC=C3)C=CC(=O)O2. Drug 1: CNC(=O)C1=CC=CC=C1SC2=CC3=C(C=C2)C(=NN3)C=CC4=CC=CC=N4. Cell line: TK-10. Synergy scores: CSS=2.52, Synergy_ZIP=0.506, Synergy_Bliss=-0.338, Synergy_Loewe=-0.459, Synergy_HSA=-0.407.